Dataset: KCNQ2 potassium channel screen with 302,405 compounds. Task: Binary Classification. Given a drug SMILES string, predict its activity (active/inactive) in a high-throughput screening assay against a specified biological target. (1) The compound is S(=O)(=O)(N1CCN(CC1)c1ncnc2c1snc2c1ccc(OC)cc1)c1c(F)cccc1. The result is 0 (inactive). (2) The result is 0 (inactive). The compound is S\1CN(CSC1=C(\P(OCC)(OCC)=O)C#N)c1ccccc1. (3) The drug is O1CCN(CC1)CCOC(=O)c1cc2OCCOc2cc1. The result is 0 (inactive).